This data is from Peptide-MHC class I binding affinity with 185,985 pairs from IEDB/IMGT. The task is: Regression. Given a peptide amino acid sequence and an MHC pseudo amino acid sequence, predict their binding affinity value. This is MHC class I binding data. (1) The peptide sequence is KEKGGLDGL. The MHC is HLA-A30:02 with pseudo-sequence HLA-A30:02. The binding affinity (normalized) is 0.0752. (2) The peptide sequence is AVREATAAF. The MHC is HLA-B15:01 with pseudo-sequence HLA-B15:01. The binding affinity (normalized) is 0.577. (3) The peptide sequence is DFKTWLKAKLM. The MHC is Patr-A0901 with pseudo-sequence Patr-A0901. The binding affinity (normalized) is 0.219. (4) The peptide sequence is EAFPYEITE. The MHC is HLA-A01:01 with pseudo-sequence HLA-A01:01. The binding affinity (normalized) is 0.0847. (5) The MHC is HLA-A02:01 with pseudo-sequence HLA-A02:01. The peptide sequence is IVNRNRQGY. The binding affinity (normalized) is 0. (6) The peptide sequence is EEKAFSPEV. The MHC is HLA-A30:02 with pseudo-sequence HLA-A30:02. The binding affinity (normalized) is 0. (7) The peptide sequence is ILKPRIDKTM. The MHC is HLA-A02:01 with pseudo-sequence HLA-A02:01. The binding affinity (normalized) is 0.00136. (8) The peptide sequence is KELENEYYF. The MHC is HLA-B44:02 with pseudo-sequence HLA-B44:02. The binding affinity (normalized) is 0.0847. (9) The peptide sequence is VIARTHTAL. The MHC is HLA-B18:01 with pseudo-sequence HLA-B18:01. The binding affinity (normalized) is 0.0847. (10) The peptide sequence is SVFHEHIFK. The MHC is HLA-B44:02 with pseudo-sequence HLA-B44:02. The binding affinity (normalized) is 0.0847.